Dataset: Forward reaction prediction with 1.9M reactions from USPTO patents (1976-2016). Task: Predict the product of the given reaction. (1) The product is: [F:1][C:2]([F:19])([F:18])[CH:3]([NH:12][C:13](=[O:17])[CH:14]([CH3:16])[CH3:15])[C:4]1[CH:9]=[CH:8][C:7]([CH:10]=[N:21][OH:22])=[CH:6][CH:5]=1. Given the reactants [F:1][C:2]([F:19])([F:18])[CH:3]([NH:12][C:13](=[O:17])[CH:14]([CH3:16])[CH3:15])[C:4]1[CH:9]=[CH:8][C:7]([CH:10]=O)=[CH:6][CH:5]=1.Cl.[NH2:21][OH:22], predict the reaction product. (2) The product is: [OH:1][C:2]1[C:7]2[S:8][CH:9]=[CH:10][C:6]=2[CH:5]=[C:4]([C:11]([NH2:15])=[O:13])[CH:3]=1. Given the reactants [OH:1][C:2]1[C:7]2[S:8][CH:9]=[CH:10][C:6]=2[CH:5]=[C:4]([C:11]([OH:13])=O)[CH:3]=1.O.[NH3:15], predict the reaction product.